This data is from Full USPTO retrosynthesis dataset with 1.9M reactions from patents (1976-2016). The task is: Predict the reactants needed to synthesize the given product. (1) Given the product [F:1][C:2]1[C:7]([C:8]2[CH:13]=[C:12]([O:14][CH3:15])[CH:11]=[C:10]([O:16][CH3:17])[CH:9]=2)=[CH:6][C:5]([CH:18]2[O:36][CH2:35][CH2:34][O:19]2)=[C:4]([N+:20]([O-:22])=[O:21])[CH:3]=1, predict the reactants needed to synthesize it. The reactants are: [F:1][C:2]1[C:7]([C:8]2[CH:13]=[C:12]([O:14][CH3:15])[CH:11]=[C:10]([O:16][CH3:17])[CH:9]=2)=[CH:6][C:5]([CH:18]=[O:19])=[C:4]([N+:20]([O-:22])=[O:21])[CH:3]=1.C1(C)C=CC(S(O)(=O)=O)=CC=1.[CH2:34](O)[CH2:35][OH:36]. (2) Given the product [CH3:21][O:20][C:16]1[CH:15]=[C:14]([C:11]([NH2:10])([CH3:12])[CH3:13])[CH:19]=[CH:18][CH:17]=1, predict the reactants needed to synthesize it. The reactants are: C(OC(=O)[NH:10][C:11]([C:14]1[CH:19]=[CH:18][CH:17]=[C:16]([O:20][CH3:21])[CH:15]=1)([CH3:13])[CH3:12])C1C=CC=CC=1. (3) Given the product [Br:1][C:2]1[CH:10]=[CH:9][C:5]([C:6]([N:13]([CH3:14])[CH3:12])=[O:7])=[CH:4][C:3]=1[CH3:11], predict the reactants needed to synthesize it. The reactants are: [Br:1][C:2]1[CH:10]=[CH:9][C:5]([C:6](O)=[O:7])=[CH:4][C:3]=1[CH3:11].[CH3:12][NH:13][CH3:14].ON1C2C=CC=CC=2N=N1.C(N(CC)CC)C.Cl.CN(C)CCCN=C=NCC.